This data is from Reaction yield outcomes from USPTO patents with 853,638 reactions. The task is: Predict the reaction yield, written as a fraction of the theoretical maximum amount of product (1.0 means a 100% yield; for example, 0.34 means a 34% yield). (1) The reactants are [CH2:1]([O:8][C:9]1[C:13]([O:14][CH2:15][C:16]([O:18]C(C)(C)C)=[O:17])=[C:12]([C:23]([O:25][CH2:26][CH3:27])=[O:24])[N:11]([C:28]2[CH:33]=[CH:32][C:31]([O:34][CH3:35])=[CH:30][CH:29]=2)[C:10]=1[C:36]([O:38][CH2:39][CH3:40])=[O:37])[C:2]1[CH:7]=[CH:6][CH:5]=[CH:4][CH:3]=1.O1CCOCC1. The catalyst is Cl. The product is [CH2:1]([O:8][C:9]1[C:13]([O:14][CH2:15][C:16]([OH:18])=[O:17])=[C:12]([C:23]([O:25][CH2:26][CH3:27])=[O:24])[N:11]([C:28]2[CH:29]=[CH:30][C:31]([O:34][CH3:35])=[CH:32][CH:33]=2)[C:10]=1[C:36]([O:38][CH2:39][CH3:40])=[O:37])[C:2]1[CH:7]=[CH:6][CH:5]=[CH:4][CH:3]=1. The yield is 0.870. (2) The reactants are [Br-].[CH3:2][N+:3]([CH3:21])=[C:4]1[C:8]([C:15]2[CH:20]=[CH:19][CH:18]=[CH:17][CH:16]=2)([C:9]2[CH:14]=[CH:13][CH:12]=[CH:11][CH:10]=2)[CH2:7][CH2:6][O:5]1.[OH:22][C:23]1[CH:28]=[CH:27][CH:26]=[CH:25][C:24]=1[C:29]1([OH:35])[CH2:34][CH2:33][NH:32][CH2:31][CH2:30]1.C(=O)([O-])[O-].[Na+].[Na+].O. The catalyst is CN(C)C=O. The product is [OH:22][C:23]1[CH:28]=[CH:27][CH:26]=[CH:25][C:24]=1[C:29]1([OH:35])[CH2:30][CH2:31][N:32]([CH2:6][CH2:7][C:8]([C:9]2[CH:10]=[CH:11][CH:12]=[CH:13][CH:14]=2)([C:15]2[CH:16]=[CH:17][CH:18]=[CH:19][CH:20]=2)[C:4]([N:3]([CH3:21])[CH3:2])=[O:5])[CH2:33][CH2:34]1. The yield is 0.786. (3) The reactants are [NH2:1][C:2]1[CH:3]=[C:4]([OH:17])[CH:5]=[CH:6][C:7]=1/[CH:8]=[CH:9]/[C:10]1[CH:15]=[CH:14][C:13]([OH:16])=[CH:12][CH:11]=1.[C:18](OC(=O)C)(=[O:20])[CH3:19].CCN(CC)CC.O. The catalyst is C1COCC1.CO. The product is [OH:17][C:4]1[CH:5]=[CH:6][C:7](/[CH:8]=[CH:9]/[C:10]2[CH:15]=[CH:14][C:13]([OH:16])=[CH:12][CH:11]=2)=[C:2]([NH:1][C:18](=[O:20])[CH3:19])[CH:3]=1. The yield is 0.464. (4) The reactants are Cl.[NH2:2][C@@H:3]([CH2:24][CH:25]1[CH2:30][CH2:29][CH2:28][CH2:27][CH2:26]1)[C:4]([NH:6][C@H:7]1[CH2:13][CH2:12][CH2:11][N:10]([S:14]([C:17]2[CH:22]=[CH:21][CH:20]=[CH:19][N:18]=2)(=[O:16])=[O:15])[CH2:9][C@@H:8]1[OH:23])=[O:5].[CH3:31][C:32]1[N:33]=[C:34]([C:40]2[CH:45]=[CH:44][CH:43]=[CH:42][CH:41]=2)[S:35][C:36]=1[C:37](O)=[O:38].CC(OI1(OC(C)=O)(OC(C)=O)OC(=O)C2C=CC=CC1=2)=O. The product is [CH:25]1([CH2:24][C@H:3]([NH:2][C:37]([C:36]2[S:35][C:34]([C:40]3[CH:41]=[CH:42][CH:43]=[CH:44][CH:45]=3)=[N:33][C:32]=2[CH3:31])=[O:38])[C:4](=[O:5])[NH:6][C@H:7]2[CH2:13][CH2:12][CH2:11][N:10]([S:14]([C:17]3[CH:22]=[CH:21][CH:20]=[CH:19][N:18]=3)(=[O:15])=[O:16])[CH2:9][C:8]2=[O:23])[CH2:30][CH2:29][CH2:28][CH2:27][CH2:26]1. The yield is 0.570. No catalyst specified. (5) The reactants are CO.C(Cl)(Cl)[Cl:4].CO.Cl.[CH3:10][O:11][C:12]1[CH:13]=[C:14]2[C:19](=[CH:20][C:21]=1[O:22][CH3:23])[N:18]=[CH:17][CH:16]=[C:15]2[O:24][C:25]1[CH:30]=[CH:29][C:28]([NH:31][C:32]([NH:34][CH2:35][CH2:36][C:37]([CH3:40])([CH3:39])[CH3:38])=[O:33])=[CH:27][CH:26]=1. No catalyst specified. The product is [ClH:4].[CH3:10][O:11][C:12]1[CH:13]=[C:14]2[C:19](=[CH:20][C:21]=1[O:22][CH3:23])[N:18]=[CH:17][CH:16]=[C:15]2[O:24][C:25]1[CH:30]=[CH:29][C:28]([NH:31][C:32]([NH:34][CH2:35][CH2:36][C:37]([CH3:40])([CH3:39])[CH3:38])=[O:33])=[CH:27][CH:26]=1. The yield is 0.910. (6) The reactants are Br[C:2]1[CH2:6][CH2:5][C:4](=[O:7])[C:3]=1[CH3:8].CC1(C)C(C)(C)OB([C:17]2[CH:18]=[C:19]3[C:23](=[CH:24][CH:25]=2)[NH:22][CH:21]=[CH:20]3)O1. No catalyst specified. The product is [NH:22]1[C:23]2[C:19](=[CH:18][C:17]([C:2]3[CH2:6][CH2:5][C:4](=[O:7])[C:3]=3[CH3:8])=[CH:25][CH:24]=2)[CH:20]=[CH:21]1. The yield is 0.920.